From a dataset of Reaction yield outcomes from USPTO patents with 853,638 reactions. Predict the reaction yield, written as a fraction of the theoretical maximum amount of product (1.0 means a 100% yield; for example, 0.34 means a 34% yield). (1) The reactants are C([O:3][C:4]([C:6]1[CH:7]=[C:8]2[C:13](=[CH:14][CH:15]=1)[NH:12][CH:11]([C:16]1[CH:21]=[CH:20][CH:19]=[C:18]([NH:22][C:23]([C:26](=[O:30])[N:27]([CH3:29])[CH3:28])([CH3:25])[CH3:24])[CH:17]=1)[C:10]([CH3:32])([CH3:31])[CH2:9]2)=[O:5])C.Cl. The catalyst is CO.O1CCCC1.[OH-].[Na+].O. The product is [CH3:29][N:27]([CH3:28])[C:26]([C:23]([NH:22][C:18]1[CH:17]=[C:16]([CH:11]2[C:10]([CH3:31])([CH3:32])[CH2:9][C:8]3[C:13](=[CH:14][CH:15]=[C:6]([C:4]([OH:5])=[O:3])[CH:7]=3)[NH:12]2)[CH:21]=[CH:20][CH:19]=1)([CH3:24])[CH3:25])=[O:30]. The yield is 0.0600. (2) The reactants are [C-:1]#[N:2].[Na+].C(=O)[C:5]1[CH:10]=[CH:9][CH:8]=[CH:7][CH:6]=1.[F:12][C:13]1[CH:14]=[C:15](/[CH:19]=[CH:20]/[C:21](=O)[CH3:22])[CH:16]=[CH:17][CH:18]=1.Cl.N[CH2:26][C:27]([O:29][CH2:30][CH3:31])=[O:28].C(N(CC)CC)C. The catalyst is CN(C=O)C.CCO. The product is [F:12][C:13]1[CH:14]=[C:15]([C:19]2[CH:20]=[C:21]([CH3:22])[N:2]([CH2:26][C:27]([O:29][CH2:30][CH3:31])=[O:28])[C:1]=2[C:5]2[CH:6]=[CH:7][CH:8]=[CH:9][CH:10]=2)[CH:16]=[CH:17][CH:18]=1. The yield is 0.179. (3) The catalyst is CC#N. The yield is 0.680. The reactants are Cl[CH2:2][C:3]([NH:5][C:6]1[CH:21]=[CH:20][C:9]([CH2:10][CH2:11][NH:12][C:13](=[O:19])[O:14][C:15]([CH3:18])([CH3:17])[CH3:16])=[CH:8][CH:7]=1)=[O:4].[CH2:22]([NH:29][CH2:30][C:31]1[CH:36]=[CH:35][CH:34]=[CH:33][CH:32]=1)[C:23]1[CH:28]=[CH:27][CH:26]=[CH:25][CH:24]=1.CCN(C(C)C)C(C)C. The product is [CH2:30]([N:29]([CH2:22][C:23]1[CH:28]=[CH:27][CH:26]=[CH:25][CH:24]=1)[CH2:2][C:3]([NH:5][C:6]1[CH:21]=[CH:20][C:9]([CH2:10][CH2:11][NH:12][C:13](=[O:19])[O:14][C:15]([CH3:18])([CH3:17])[CH3:16])=[CH:8][CH:7]=1)=[O:4])[C:31]1[CH:36]=[CH:35][CH:34]=[CH:33][CH:32]=1. (4) The reactants are [Br:1][C:2]1[N:7]=[CH:6][C:5]([CH:8]=O)=[CH:4][CH:3]=1.[CH3:10][O:11][CH2:12][CH2:13][NH2:14].C(O[BH-](OC(=O)C)OC(=O)C)(=O)C.[Na+].[NH4+].[Cl-]. The catalyst is C(Cl)Cl.O. The product is [Br:1][C:2]1[N:7]=[CH:6][C:5]([CH2:8][NH:14][CH2:13][CH2:12][O:11][CH3:10])=[CH:4][CH:3]=1. The yield is 0.450.